Dataset: Forward reaction prediction with 1.9M reactions from USPTO patents (1976-2016). Task: Predict the product of the given reaction. (1) Given the reactants [CH2:1]([O:8][C:9]1[CH:17]=[C:16]2[C:12]([C@H:13]([CH2:18][Cl:19])[CH2:14][NH:15]2)=[C:11]2[S:20][C:21]([CH3:23])=[CH:22][C:10]=12)[C:2]1[CH:7]=[CH:6][CH:5]=[CH:4][CH:3]=1.[N:24]1([CH2:29][CH2:30][O:31][C:32]2[CH:33]=[C:34]3[C:38](=[CH:39][CH:40]=2)[NH:37][C:36]([C:41](O)=[O:42])=[CH:35]3)[CH2:28][CH2:27][CH2:26][CH2:25]1.CCN=C=NCCCN(C)C.Cl, predict the reaction product. The product is: [CH2:1]([O:8][C:9]1[CH:17]=[C:16]2[C:12]([C@H:13]([CH2:18][Cl:19])[CH2:14][N:15]2[C:41]([C:36]2[NH:37][C:38]3[C:34]([CH:35]=2)=[CH:33][C:32]([O:31][CH2:30][CH2:29][N:24]2[CH2:28][CH2:27][CH2:26][CH2:25]2)=[CH:40][CH:39]=3)=[O:42])=[C:11]2[S:20][C:21]([CH3:23])=[CH:22][C:10]=12)[C:2]1[CH:3]=[CH:4][CH:5]=[CH:6][CH:7]=1. (2) Given the reactants [C:1]([O:5][C:6]([N:8]1[CH2:13][CH2:12][CH:11]([N:14]2[C:18]3=[N:19][CH:20]=[N:21][C:22](Cl)=[C:17]3[CH:16]=[N:15]2)[CH2:10][CH2:9]1)=[O:7])([CH3:4])([CH3:3])[CH3:2].[OH:24][C:25]1[CH:34]=[C:33]2[C:28]([C:29]([CH3:36])=[CH:30][C:31](=[O:35])[O:32]2)=[CH:27][CH:26]=1.C(=O)([O-])[O-].[K+].[K+], predict the reaction product. The product is: [C:1]([O:5][C:6]([N:8]1[CH2:13][CH2:12][CH:11]([N:14]2[C:18]3=[N:19][CH:20]=[N:21][C:22]([O:24][C:25]4[CH:34]=[C:33]5[C:28]([C:29]([CH3:36])=[CH:30][C:31](=[O:35])[O:32]5)=[CH:27][CH:26]=4)=[C:17]3[CH:16]=[N:15]2)[CH2:10][CH2:9]1)=[O:7])([CH3:4])([CH3:3])[CH3:2]. (3) The product is: [CH2:16]([O:23][N:24]1[C:30](=[O:31])[N:29]2[CH2:32][C@H:25]1[CH2:26][CH2:27][C@H:28]2[C:33]([NH:2][NH:1][C:3](=[O:15])[CH2:4][CH2:5][N:6]([CH3:14])[C:7](=[O:13])[O:8][C:9]([CH3:10])([CH3:11])[CH3:12])=[O:34])[C:17]1[CH:18]=[CH:19][CH:20]=[CH:21][CH:22]=1. Given the reactants [NH:1]([C:3](=[O:15])[CH2:4][CH2:5][N:6]([CH3:14])[C:7](=[O:13])[O:8][C:9]([CH3:12])([CH3:11])[CH3:10])[NH2:2].[CH2:16]([O:23][N:24]1[C:30](=[O:31])[N:29]2[CH2:32][C@H:25]1[CH2:26][CH2:27][C@H:28]2[C:33](O)=[O:34])[C:17]1[CH:22]=[CH:21][CH:20]=[CH:19][CH:18]=1.CN(C(ON1N=NC2C=CC=NC1=2)=[N+](C)C)C.F[P-](F)(F)(F)(F)F.CCN(C(C)C)C(C)C, predict the reaction product. (4) Given the reactants [C:1]([O:5][C:6]([NH:8][C@H:9]([C:22]([O:24]C)=O)[CH2:10][CH:11]([C:15]1[CH:20]=[CH:19][CH:18]=[CH:17][C:16]=1[CH3:21])[C:12](=O)[CH3:13])=[O:7])([CH3:4])([CH3:3])[CH3:2].C(O)(=O)C.[F:30][C:31]([F:35])([F:34])[CH2:32][NH2:33].C(O[BH-](OC(=O)C)OC(=O)C)(=O)C.[Na+].C(=O)([O-])[O-].[K+].[K+], predict the reaction product. The product is: [C:1]([O:5][C:6](=[O:7])[NH:8][C@H:9]1[CH2:10][C@@H:11]([C:15]2[CH:20]=[CH:19][CH:18]=[CH:17][C:16]=2[CH3:21])[C@@H:12]([CH3:13])[N:33]([CH2:32][C:31]([F:35])([F:34])[F:30])[C:22]1=[O:24])([CH3:2])([CH3:3])[CH3:4]. (5) Given the reactants Br[C:2]1[S:6][C:5]([NH:7][C:8]([NH:10][C:11]2[CH:16]=[CH:15][C:14]([CH3:17])=[CH:13][C:12]=2[C:18]([CH:20]2[CH2:24][CH2:23][CH2:22][CH2:21]2)=[O:19])=[O:9])=[N:4][CH:3]=1.[CH3:25][N:26]1[C:30]([SH:31])=[N:29][N:28]=[N:27]1, predict the reaction product. The product is: [CH:20]1([C:18]([C:12]2[CH:13]=[C:14]([CH3:17])[CH:15]=[CH:16][C:11]=2[NH:10][C:8]([NH:7][C:5]2[S:6][C:2]([S:31][C:30]3[N:26]([CH3:25])[N:27]=[N:28][N:29]=3)=[CH:3][N:4]=2)=[O:9])=[O:19])[CH2:24][CH2:23][CH2:22][CH2:21]1. (6) Given the reactants [C:1]([O:5][C:6]([N:8]1[CH2:12][C@@H:11]([NH:13][CH2:14][CH2:15][NH:16][C:17]2[CH:22]=[CH:21][C:20]([C:23]#[N:24])=[CH:19][N:18]=2)[CH2:10][C@H:9]1[C:25]([N:27]1[CH2:31][CH2:30][S:29][CH2:28]1)=[O:26])=[O:7])([CH3:4])([CH3:3])[CH3:2].Cl.Cl.Cl.C(C1C=CC(NCCN[C@@H]2CN[C@H:49]([C:52](N3CCSC3)=[O:53])C2)=NC=1)#N.C(Cl)(=O)C.C(=O)([O-])O.[Na+], predict the reaction product. The product is: [C:52]([N:13]([C@@H:11]1[CH2:12][N:8]([C:6]([O:5][C:1]([CH3:4])([CH3:2])[CH3:3])=[O:7])[C@H:9]([C:25]([N:27]2[CH2:31][CH2:30][S:29][CH2:28]2)=[O:26])[CH2:10]1)[CH2:14][CH2:15][NH:16][C:17]1[CH:22]=[CH:21][C:20]([C:23]#[N:24])=[CH:19][N:18]=1)(=[O:53])[CH3:49]. (7) Given the reactants [Br:1][C:2]1[CH:3]=[C:4]2[C:9](=[CH:10][CH:11]=1)[N:8]([CH3:12])[CH2:7][CH2:6][CH2:5]2.[Cl-].ClC=[N+](C)C.[C:19](=O)([O-])[O-:20].[K+].[K+], predict the reaction product. The product is: [Br:1][C:2]1[CH:3]=[C:4]2[C:9](=[C:10]([CH:19]=[O:20])[CH:11]=1)[N:8]([CH3:12])[CH2:7][CH2:6][CH2:5]2.